This data is from Full USPTO retrosynthesis dataset with 1.9M reactions from patents (1976-2016). The task is: Predict the reactants needed to synthesize the given product. (1) The reactants are: [C:1]1([C:7]2[CH:16]=[CH:15][CH:14]=[C:13]3[C:8]=2[C:9]([NH:26][CH2:27][C:28]2[CH:33]=[CH:32][CH:31]=[CH:30][N:29]=2)=[N:10][N:11]=[C:12]3[C:17]2[CH:18]=[N:19][CH:20]=[C:21]([CH:25]=2)[C:22]([OH:24])=O)[CH:6]=[CH:5][CH:4]=[CH:3][CH:2]=1.[NH2:34][C:35]1[CH:36]=[C:37]([NH:41][S:42]([CH3:45])(=[O:44])=[O:43])[CH:38]=[CH:39][CH:40]=1.CN(C(ON1N=NC2C=CC=NC1=2)=[N+](C)C)C.F[P-](F)(F)(F)(F)F.CCN(C(C)C)C(C)C. Given the product [CH3:45][S:42]([NH:41][C:37]1[CH:36]=[C:35]([NH:34][C:22](=[O:24])[C:21]2[CH:25]=[C:17]([C:12]3[C:13]4[C:8](=[C:7]([C:1]5[CH:6]=[CH:5][CH:4]=[CH:3][CH:2]=5)[CH:16]=[CH:15][CH:14]=4)[C:9]([NH:26][CH2:27][C:28]4[CH:33]=[CH:32][CH:31]=[CH:30][N:29]=4)=[N:10][N:11]=3)[CH:18]=[N:19][CH:20]=2)[CH:40]=[CH:39][CH:38]=1)(=[O:44])=[O:43], predict the reactants needed to synthesize it. (2) Given the product [CH:24]1([N:27]2[C:36]3[C:31](=[CH:32][CH:33]=[C:34]([F:39])[C:35]=3[O:37][CH3:38])[C:30](=[O:41])[C:29]3[C:42]([OH:47])=[C:43]([C:45]#[N:46])[S:44][C:28]2=3)[CH2:25][CH2:26]1, predict the reactants needed to synthesize it. The reactants are: C1(N2C3C(=CC=C(F)C=3OC)C(=O)C(C(OCC)=O)=C2S)CC1.[CH:24]1([N:27]2[C:36]3[C:31](=[CH:32][C:33](F)=[C:34]([F:39])[C:35]=3[O:37][CH3:38])[C:30](=[O:41])[C:29]3[C:42]([OH:47])=[C:43]([C:45]#[N:46])[S:44][C:28]2=3)[CH2:26][CH2:25]1. (3) Given the product [Cl:21][C:19]1[CH:20]=[C:15]([CH:16]=[C:17]([Cl:35])[C:18]=1[O:22][C:23]1[CH:28]=[C:27]([CH:29]([CH3:31])[CH3:30])[C:26]([OH:32])=[CH:25][C:24]=1[Br:34])[C:14]([NH:9][CH2:10][C:11]([OH:13])=[O:12])=[O:36], predict the reactants needed to synthesize it. The reactants are: CSC.B(F)(F)F.C[N:9]([C:14](=[O:36])[C:15]1[CH:20]=[C:19]([Cl:21])[C:18]([O:22][C:23]2[CH:28]=[C:27]([CH:29]([CH3:31])[CH3:30])[C:26]([O:32]C)=[CH:25][C:24]=2[Br:34])=[C:17]([Cl:35])[CH:16]=1)[CH2:10][C:11]([OH:13])=[O:12]. (4) Given the product [C:1]([O:4][CH2:5][C@@H:6]1[CH2:7][CH2:8][C@H:9]([O:12][C:13]2[C:18]3[C:19]([O:22][CH2:23][CH:24]4[CH2:25][CH2:26][N:27]([CH2:30][C@H:32]5[CH2:33][CH2:34][C@H:35]([C:38]([O:40][CH3:41])=[O:39])[CH2:36][CH2:37]5)[CH2:28][CH2:29]4)=[N:20][O:21][C:17]=3[CH:16]=[CH:15][CH:14]=2)[CH2:10][CH2:11]1)(=[O:3])[CH3:2], predict the reactants needed to synthesize it. The reactants are: [C:1]([O:4][CH2:5][C@H:6]1[CH2:11][CH2:10][C@@H:9]([O:12][C:13]2[C:18]3[C:19]([O:22][CH2:23][CH:24]4[CH2:29][CH2:28][NH:27][CH2:26][CH2:25]4)=[N:20][O:21][C:17]=3[CH:16]=[CH:15][CH:14]=2)[CH2:8][CH2:7]1)(=[O:3])[CH3:2].[CH:30]([C@H:32]1[CH2:37][CH2:36][C@H:35]([C:38]([O:40][CH3:41])=[O:39])[CH2:34][CH2:33]1)=O.C(C1(C(OC)=O)CCC1)=O. (5) Given the product [CH3:22][O:21][CH2:19][C:11]1[N:12]=[C:13]([C:15]([F:18])([F:16])[F:17])[N:14]=[C:9]([C:1]([OH:2])=[O:4])[CH:10]=1, predict the reactants needed to synthesize it. The reactants are: [C:1](=[O:4])([O-])[O-:2].[K+].[K+].BrC[C:9]1[N:14]=[C:13]([C:15]([F:18])([F:17])[F:16])[N:12]=[C:11]([C:19]([O:21][CH2:22]C)=O)[CH:10]=1.Cl. (6) Given the product [F:28][C:14]([F:13])([F:27])[CH2:15][C:16]([I:29])([S:18]([C:21]1[CH:26]=[CH:25][CH:24]=[CH:23][CH:22]=1)(=[O:19])=[O:20])[CH3:17], predict the reactants needed to synthesize it. The reactants are: C(NC(C)C)(C)C.C([Li])CCC.[F:13][C:14]([F:28])([F:27])[CH2:15][CH:16]([S:18]([C:21]1[CH:26]=[CH:25][CH:24]=[CH:23][CH:22]=1)(=[O:20])=[O:19])[CH3:17].[I:29]I. (7) Given the product [OH:33][CH:34]([C:46]1[CH:47]=[CH:48][C:49]([C:52]2[N:53]=[C:24]([CH2:23][CH2:22][C:16]3([C:10]4[CH:11]=[CH:12][CH:13]=[CH:14][CH:15]=4)[CH2:17][CH2:18][CH2:19][CH2:20][CH2:21]3)[O:26][N:54]=2)=[CH:50][CH:51]=1)[CH2:35][NH:36][CH2:37][CH2:38][C:39]([OH:41])=[O:40], predict the reactants needed to synthesize it. The reactants are: N1C(F)=NC(F)=NC=1F.[C:10]1([C:16]2([CH2:22][CH2:23][C:24]([OH:26])=O)[CH2:21][CH2:20][CH2:19][CH2:18][CH2:17]2)[CH:15]=[CH:14][CH:13]=[CH:12][CH:11]=1.N1C=CC=CC=1.[OH:33][CH:34]([C:46]1[CH:51]=[CH:50][C:49](/[C:52](=[N:54]/O)/[NH2:53])=[CH:48][CH:47]=1)[CH2:35][NH:36][CH2:37][CH2:38][C:39]([O:41]C(C)(C)C)=[O:40].C(N(C(C)C)CC)(C)C.[F-].C([N+](CCCC)(CCCC)CCCC)CCC.C1COCC1.